This data is from Reaction yield outcomes from USPTO patents with 853,638 reactions. The task is: Predict the reaction yield, written as a fraction of the theoretical maximum amount of product (1.0 means a 100% yield; for example, 0.34 means a 34% yield). (1) The reactants are [Br:1][C:2]1[CH:10]=[C:9]([Br:11])[CH:8]=[C:4]([C:5]([OH:7])=O)[C:3]=1[OH:12].[Cl:13][C:14]1[CH:15]=[C:16]([CH:18]=[C:19]([Cl:21])[CH:20]=1)[NH2:17]. No catalyst specified. The product is [Br:1][C:2]1[C:3]([OH:12])=[C:4]([CH:8]=[C:9]([Br:11])[CH:10]=1)[C:5]([NH:17][C:16]1[CH:15]=[C:14]([Cl:13])[CH:20]=[C:19]([Cl:21])[CH:18]=1)=[O:7]. The yield is 0.442. (2) The reactants are [C:1]([O:5][C:6](=[O:12])[NH:7][O:8][CH2:9][CH2:10]Br)([CH3:4])([CH3:3])[CH3:2].[NH:13]1[CH2:18][CH2:17][O:16][CH2:15][CH2:14]1. The catalyst is CN(C=O)C.CCOC(C)=O. The product is [C:1]([O:5][C:6](=[O:12])[NH:7][O:8][CH2:9][CH2:10][N:13]1[CH2:18][CH2:17][O:16][CH2:15][CH2:14]1)([CH3:4])([CH3:3])[CH3:2]. The yield is 0.460. (3) The reactants are [F:1][C:2]1[CH:3]=[CH:4][C:5]([O:10][C:11]2[CH:12]=[C:13]3[C:17](=[CH:18][CH:19]=2)[NH:16][N:15]=[CH:14]3)=[C:6]([CH:9]=1)[C:7]#[N:8].[H-].[Na+].[CH3:22][C:23]1([CH3:26])[CH2:25][O:24]1. The catalyst is CN(C=O)C.CCOCC. The product is [F:1][C:2]1[CH:3]=[CH:4][C:5]([O:10][C:11]2[CH:12]=[C:13]3[C:17](=[CH:18][CH:19]=2)[N:16]([CH2:22][C:23]([OH:24])([CH3:26])[CH3:25])[N:15]=[CH:14]3)=[C:6]([CH:9]=1)[C:7]#[N:8]. The yield is 0.470. (4) The yield is 0.660. The catalyst is CN(C=O)C. The reactants are Cl[C:2]1[CH:7]=[C:6]([Cl:8])[N:5]=[CH:4][N:3]=1.[NH:9]1[CH:13]=[CH:12][CH:11]=[N:10]1.C(=O)([O-])[O-].[Cs+].[Cs+].O. The product is [Cl:8][C:6]1[CH:7]=[C:2]([N:9]2[CH:13]=[CH:12][CH:11]=[N:10]2)[N:3]=[CH:4][N:5]=1. (5) The reactants are [Br:1][C:2]1[CH:3]=[CH:4][C:5]([N:17]=[C:18]=S)=[C:6]([CH:16]=1)[CH2:7][O:8][Si](C(C)(C)C)(C)C.[CH3:20][O:21][C:22]1[C:27]2[CH:28]([NH2:31])[CH2:29][O:30][C:26]=2[CH:25]=[CH:24][CH:23]=1. No catalyst specified. The product is [Br:1][C:2]1[CH:3]=[CH:4][C:5]2[N:17]=[C:18]([NH:31][CH:28]3[C:27]4[C:22]([O:21][CH3:20])=[CH:23][CH:24]=[CH:25][C:26]=4[O:30][CH2:29]3)[O:8][CH2:7][C:6]=2[CH:16]=1. The yield is 0.500. (6) The reactants are [Br:1][C:2]1[CH:3]=[C:4]([CH2:8][CH2:9][NH2:10])[CH:5]=[CH:6][CH:7]=1.N1C(C)=CC=CC=1C.[F:19][C:20]([F:31])([F:30])[C:21](O[C:21](=[O:22])[C:20]([F:31])([F:30])[F:19])=[O:22].O. The catalyst is C(Cl)Cl. The product is [Br:1][C:2]1[CH:3]=[C:4]([CH:5]=[CH:6][CH:7]=1)[CH2:8][CH2:9][NH:10][C:21](=[O:22])[C:20]([F:31])([F:30])[F:19]. The yield is 0.860.